Dataset: Reaction yield outcomes from USPTO patents with 853,638 reactions. Task: Predict the reaction yield, written as a fraction of the theoretical maximum amount of product (1.0 means a 100% yield; for example, 0.34 means a 34% yield). (1) The reactants are [H-].[H-].[H-].[H-].[Li+].[Al+3].[CH:7]([NH:10][C:11]1[C:16]([C:17]#[N:18])=[CH:15][N:14]=[C:13]([S:19][CH3:20])[N:12]=1)([CH3:9])[CH3:8].S([O-])([O-])(=O)=O.[NH4+].[NH4+]. The catalyst is O1CCCC1. The product is [NH2:18][CH2:17][C:16]1[C:11]([NH:10][CH:7]([CH3:9])[CH3:8])=[N:12][C:13]([S:19][CH3:20])=[N:14][CH:15]=1. The yield is 0.820. (2) The reactants are [C:1]1([C:7]#[C:8][C:9]2[CH:10]=[C:11]([CH:14]=[O:15])[O:12][CH:13]=2)[CH:6]=[CH:5][CH:4]=[CH:3][CH:2]=1. The catalyst is CO.[Pd]. The product is [CH2:8]([C:9]1[CH:10]=[C:11]([CH:14]=[O:15])[O:12][CH:13]=1)[CH2:7][C:1]1[CH:2]=[CH:3][CH:4]=[CH:5][CH:6]=1. The yield is 0.970. (3) The reactants are [CH2:1]([O:8][C:9]([N:11]1[CH2:15][CH:14]2[CH:16]([O:20]C(=O)C3C=CC=CC=3)[CH:17]([F:19])[CH2:18][CH:13]2[CH2:12]1)=[O:10])[C:2]1[CH:7]=[CH:6][CH:5]=[CH:4][CH:3]=1.C[O-].[Na+].[Cl-].[NH4+]. The catalyst is CO. The product is [CH2:1]([O:8][C:9]([N:11]1[CH2:15][CH:14]2[CH:16]([OH:20])[CH:17]([F:19])[CH2:18][CH:13]2[CH2:12]1)=[O:10])[C:2]1[CH:3]=[CH:4][CH:5]=[CH:6][CH:7]=1. The yield is 0.210. (4) The reactants are [Br:1][C:2]1[CH:10]=[CH:9][C:8]([S:11](Cl)(=[O:13])=[O:12])=[CH:7][C:3]=1[C:4]([OH:6])=[O:5].O.NN.[C:18]([O-])(=O)[CH3:19].[Na+].C(I)C. The catalyst is C1COCC1. The product is [Br:1][C:2]1[CH:10]=[CH:9][C:8]([S:11]([CH2:18][CH3:19])(=[O:13])=[O:12])=[CH:7][C:3]=1[C:4]([OH:6])=[O:5]. The yield is 0.480.